Dataset: Catalyst prediction with 721,799 reactions and 888 catalyst types from USPTO. Task: Predict which catalyst facilitates the given reaction. Reactant: [CH2:1]([N:3]1[CH2:8][CH2:7][CH:6]([CH2:9][C:10]2[CH:15]=[C:14]([F:16])[CH:13]=[CH:12][C:11]=2[S:17](Cl)(=[O:19])=[O:18])[CH2:5][CH2:4]1)[CH3:2].[NH2:21][C:22]1[C:31]([C:32]([O:34][CH3:35])=[O:33])=[C:30]2[C:25]([CH:26]3[CH2:36][CH:27]3[CH2:28][O:29]2)=[CH:24][CH:23]=1. Product: [CH2:1]([N:3]1[CH2:8][CH2:7][CH:6]([CH2:9][C:10]2[CH:15]=[C:14]([F:16])[CH:13]=[CH:12][C:11]=2[S:17]([NH:21][C:22]2[C:31]([C:32]([O:34][CH3:35])=[O:33])=[C:30]3[C:25]([CH:26]4[CH2:36][CH:27]4[CH2:28][O:29]3)=[CH:24][CH:23]=2)(=[O:19])=[O:18])[CH2:5][CH2:4]1)[CH3:2]. The catalyst class is: 202.